Dataset: Forward reaction prediction with 1.9M reactions from USPTO patents (1976-2016). Task: Predict the product of the given reaction. (1) Given the reactants [C:1]([C:5]1[CH:6]=[C:7]([C:11]([NH2:13])=O)[N:8]([CH3:10])[N:9]=1)([CH3:4])([CH3:3])[CH3:2], predict the reaction product. The product is: [C:1]([C:5]1[CH:6]=[C:7]([C:11]#[N:13])[N:8]([CH3:10])[N:9]=1)([CH3:4])([CH3:2])[CH3:3]. (2) Given the reactants [CH2:1]([O:8][C:9]1[CH:14]=[C:13]([OH:15])[CH:12]=[CH:11][C:10]=1[N:16]1[S:20](=[O:22])(=[O:21])[N:19]([CH2:23][CH2:24][Si:25]([CH3:28])([CH3:27])[CH3:26])[C:18](=[O:29])[CH2:17]1)[C:2]1[CH:7]=[CH:6][CH:5]=[CH:4][CH:3]=1.[CH2:30](O)[CH2:31][C:32]1[CH:37]=[CH:36][CH:35]=[CH:34][CH:33]=1.CC(OC(/N=N/C(OC(C)C)=O)=O)C.C1(P(C2C=CC=CC=2)C2C=CC=CC=2)C=CC=CC=1, predict the reaction product. The product is: [CH2:1]([O:8][C:9]1[CH:14]=[C:13]([O:15][CH2:30][CH2:31][C:32]2[CH:37]=[CH:36][CH:35]=[CH:34][CH:33]=2)[CH:12]=[CH:11][C:10]=1[N:16]1[S:20](=[O:21])(=[O:22])[N:19]([CH2:23][CH2:24][Si:25]([CH3:26])([CH3:28])[CH3:27])[C:18](=[O:29])[CH2:17]1)[C:2]1[CH:3]=[CH:4][CH:5]=[CH:6][CH:7]=1. (3) Given the reactants [CH3:1][O:2][C:3]1[C:8]2[C:9](=[O:26])[N:10]3[CH2:17][C@H:16]([O:18][Si:19]([C:22]([CH3:25])([CH3:24])[CH3:23])([CH3:21])[CH3:20])[CH2:15][C@H:11]3[C:12](=[O:14])[NH:13][C:7]=2[CH:6]=[CH:5][C:4]=1[O:27][CH3:28].[H-].[Na+].[CH3:31][Si:32]([CH2:35][CH2:36][O:37][CH2:38]Cl)([CH3:34])[CH3:33].O, predict the reaction product. The product is: [CH3:1][O:2][C:3]1[C:8]2[C:9](=[O:26])[N:10]3[CH2:17][C@H:16]([O:18][Si:19]([C:22]([CH3:24])([CH3:25])[CH3:23])([CH3:20])[CH3:21])[CH2:15][C@H:11]3[C:12](=[O:14])[N:13]([CH2:38][O:37][CH2:36][CH2:35][Si:32]([CH3:34])([CH3:33])[CH3:31])[C:7]=2[CH:6]=[CH:5][C:4]=1[O:27][CH3:28]. (4) Given the reactants [NH2:1][C:2]1[CH:3]=[C:4]([OH:12])[C:5](=[CH:10][CH:11]=1)[C:6]([O:8][CH3:9])=[O:7].[Cl:13][C:14]1[C:15]([F:24])=[C:16]([S:20](Cl)(=[O:22])=[O:21])[CH:17]=[CH:18][CH:19]=1, predict the reaction product. The product is: [Cl:13][C:14]1[C:15]([F:24])=[C:16]([S:20]([NH:1][C:2]2[CH:11]=[CH:10][C:5]([C:6]([O:8][CH3:9])=[O:7])=[C:4]([OH:12])[CH:3]=2)(=[O:22])=[O:21])[CH:17]=[CH:18][CH:19]=1. (5) The product is: [CH3:8][C:6]1([CH3:7])[C:2]([CH3:16])([CH3:1])[O:3][B:4]([C:9]2[CH:15]=[CH:14][C:12]([N:13]3[CH2:25][CH2:26][NH:27][C:28]3=[O:29])=[CH:11][CH:10]=2)[O:5]1. Given the reactants [CH3:1][C:2]1([CH3:16])[C:6]([CH3:8])([CH3:7])[O:5][B:4]([C:9]2[CH:15]=[CH:14][C:12]([NH2:13])=[CH:11][CH:10]=2)[O:3]1.C(N(CC)CC)C.Cl[CH2:25][CH2:26][N:27]=[C:28]=[O:29].CC(C)([O-])C.[K+], predict the reaction product. (6) Given the reactants [Br:1][C:2]1[O:6][C:5]([CH2:7][CH2:8][OH:9])=[N:4][C:3]=1[C:10]1[CH:15]=[CH:14][C:13]([C:16]([F:19])([F:18])[F:17])=[CH:12][CH:11]=1.C(N(CC)CC)C.[CH3:27][S:28](Cl)(=[O:30])=[O:29].O, predict the reaction product. The product is: [CH3:27][S:28]([O:9][CH2:8][CH2:7][C:5]1[O:6][C:2]([Br:1])=[C:3]([C:10]2[CH:11]=[CH:12][C:13]([C:16]([F:19])([F:17])[F:18])=[CH:14][CH:15]=2)[N:4]=1)(=[O:30])=[O:29]. (7) Given the reactants [NH:1]1[C:9]2[C:4](=[CH:5][CH:6]=[CH:7][CH:8]=2)[C:3](/[CH:10]=[CH:11]/[C:12]([OH:14])=O)=[CH:2]1.[CH:15]([NH:18][NH:19][C:20](=[O:27])[C:21]1[CH:26]=[CH:25][CH:24]=[CH:23][CH:22]=1)([CH3:17])[CH3:16].CN(C(ON1N=NC2C=CC=NC1=2)=[N+](C)C)C.F[P-](F)(F)(F)(F)F.C(N(CC)C(C)C)(C)C, predict the reaction product. The product is: [NH:1]1[C:9]2[C:4](=[CH:5][CH:6]=[CH:7][CH:8]=2)[C:3](/[CH:10]=[CH:11]/[C:12]([N:18]([CH:15]([CH3:17])[CH3:16])[NH:19][C:20](=[O:27])[C:21]2[CH:26]=[CH:25][CH:24]=[CH:23][CH:22]=2)=[O:14])=[CH:2]1.